This data is from Full USPTO retrosynthesis dataset with 1.9M reactions from patents (1976-2016). The task is: Predict the reactants needed to synthesize the given product. (1) Given the product [CH:16]1([C@H:20]([NH:22][C:23]2[N:31]=[C:30]([C:32]([O:34][CH3:35])=[O:33])[N:29]=[C:28]3[C:24]=2[N:25]([CH2:48][C:49]2[CH:54]=[CH:53][C:52]([C:55]([F:57])([F:56])[F:58])=[CH:51][CH:50]=2)[C:26]([C:36]2[O:40][CH2:39][C@@H:38]([C:41]4[CH:42]=[CH:43][CH:44]=[CH:45][CH:46]=4)[N:37]=2)=[N:27]3)[CH3:21])[CH2:17][CH2:18][CH2:19]1, predict the reactants needed to synthesize it. The reactants are: CC[N+](S(N=C(OC)[O-])(=O)=O)(CC)CC.[CH:16]1([C@H:20]([NH:22][C:23]2[N:31]=[C:30]([C:32]([O:34][CH3:35])=[O:33])[N:29]=[C:28]3[C:24]=2[N:25]([CH2:48][C:49]2[CH:54]=[CH:53][C:52]([C:55]([F:58])([F:57])[F:56])=[CH:51][CH:50]=2)[C:26]([C:36](=O)[NH:37][C@H:38]([C:41]2[CH:46]=[CH:45][CH:44]=[CH:43][CH:42]=2)[CH2:39][OH:40])=[N:27]3)[CH3:21])[CH2:19][CH2:18][CH2:17]1.CCOC(C)=O.O. (2) The reactants are: [CH2:1]([C@@:4]1([C:21]2[CH:26]=[CH:25][C:24]([F:27])=[CH:23][CH:22]=2)[O:9][C:8](=[O:10])[N:7]([C@H:11]([C:13]2[CH:18]=[CH:17][C:16]([O:19]C)=[CH:15][CH:14]=2)[CH3:12])[CH2:6][CH2:5]1)[CH:2]=[CH2:3].B(Br)(Br)Br.CO. Given the product [CH2:1]([C@@:4]1([C:21]2[CH:22]=[CH:23][C:24]([F:27])=[CH:25][CH:26]=2)[O:9][C:8](=[O:10])[N:7]([C@H:11]([C:13]2[CH:18]=[CH:17][C:16]([OH:19])=[CH:15][CH:14]=2)[CH3:12])[CH2:6][CH2:5]1)[CH:2]=[CH2:3], predict the reactants needed to synthesize it. (3) Given the product [CH3:13][C:12]1[C:7]([C:5]2[S:6][C:2]([C:24]3[S:23][CH:27]=[CH:26][CH:25]=3)=[CH:3][CH:4]=2)=[N:8][C:9]([NH:14][CH2:15][CH2:16][N:17]2[CH2:21][CH2:20][NH:19][C:18]2=[O:22])=[N:10][CH:11]=1, predict the reactants needed to synthesize it. The reactants are: Br[C:2]1[S:6][C:5]([C:7]2[C:12]([CH3:13])=[CH:11][N:10]=[C:9]([NH:14][CH2:15][CH2:16][N:17]3[CH2:21][CH2:20][NH:19][C:18]3=[O:22])[N:8]=2)=[CH:4][CH:3]=1.[S:23]1[CH:27]=[CH:26][CH:25]=[C:24]1B(O)O.C(=O)([O-])[O-].[Na+].[Na+].COC. (4) Given the product [NH2:1][C:2]1[N:7]=[C:6]([NH:8][CH2:9][C:10]2[CH:15]=[CH:14][CH:13]=[CH:12][C:11]=2[Br:16])[C:5]([C:17]#[N:18])=[C:4]([C:19]2[O:20][C:21]([Br:24])=[CH:22][CH:23]=2)[N:3]=1, predict the reactants needed to synthesize it. The reactants are: [NH2:1][C:2]1[N:7]=[C:6]([NH:8][CH2:9][C:10]2[CH:15]=[CH:14][CH:13]=[CH:12][C:11]=2[Br:16])[C:5]([C:17]#[N:18])=[C:4]([C:19]2[O:20][CH:21]=[CH:22][CH:23]=2)[N:3]=1.[Br:24]N1C(=O)CCC1=O.